This data is from Reaction yield outcomes from USPTO patents with 853,638 reactions. The task is: Predict the reaction yield, written as a fraction of the theoretical maximum amount of product (1.0 means a 100% yield; for example, 0.34 means a 34% yield). (1) The reactants are Br[C:2]1[CH:15]=[CH:14][C:13]2[C:4](=[C:5]([C:22]3[CH:27]=[CH:26][CH:25]=[CH:24][CH:23]=3)[C:6]3[C:11]([C:12]=2[C:16]2[CH:21]=[CH:20][CH:19]=[CH:18][CH:17]=2)=[CH:10][CH:9]=[CH:8][CH:7]=3)[CH:3]=1.[C:28]1([NH:38][C:39]2[CH:40]=[CH:41][C:42]3[N:43]([C:52]4[CH:57]=[CH:56][CH:55]=[CH:54][CH:53]=4)[C:44]4[C:49]([C:50]=3[CH:51]=2)=[CH:48][CH:47]=[CH:46][CH:45]=4)[C:37]2[C:32](=[CH:33][CH:34]=[CH:35][CH:36]=2)[CH:31]=[CH:30][CH:29]=1.CC(C)([O-])C.[Na+].C(P(C(C)(C)C)C(C)(C)C)(C)(C)C. The catalyst is C1(C)C=CC=CC=1. The product is [C:28]1([N:38]([C:2]2[CH:15]=[CH:14][C:13]3[C:4](=[C:5]([C:22]4[CH:27]=[CH:26][CH:25]=[CH:24][CH:23]=4)[C:6]4[C:11]([C:12]=3[C:16]3[CH:21]=[CH:20][CH:19]=[CH:18][CH:17]=3)=[CH:10][CH:9]=[CH:8][CH:7]=4)[CH:3]=2)[C:39]2[CH:40]=[CH:41][C:42]3[N:43]([C:52]4[CH:53]=[CH:54][CH:55]=[CH:56][CH:57]=4)[C:44]4[C:49]([C:50]=3[CH:51]=2)=[CH:48][CH:47]=[CH:46][CH:45]=4)[C:37]2[C:32](=[CH:33][CH:34]=[CH:35][CH:36]=2)[CH:31]=[CH:30][CH:29]=1. The yield is 0.420. (2) The reactants are [CH3:1][O:2][C:3]([NH:5][C@H:6]([C:10]([N:12]1[CH2:16][C@@H:15]([CH3:17])[CH2:14][C@H:13]1[C:18]1[NH:22][C:21]2[C:23]3[C:28]([CH:29]=[CH:30][C:20]=2[N:19]=1)=[CH:27][C:26]1[C:31]2[C:36]([CH2:37][O:38][C:25]=1[CH:24]=3)=[CH:35][C:34]([C:39]1[NH:43][C:42]([C@@H:44]3[CH2:48][CH2:47][CH2:46][N:45]3C(OC(C)(C)C)=O)=[N:41][CH:40]=1)=[CH:33][CH:32]=2)=[O:11])[CH:7]([CH3:9])[CH3:8])=[O:4].Cl.[CH3:57][O:58][C:59]([NH:61][C@H:62]([C:66]1[CH:71]=[CH:70][CH:69]=[CH:68][CH:67]=1)[C:63]([OH:65])=O)=[O:60].C[CH2:73][O:74]C(C(C#N)=NOC(N1CCOCC1)=[N+](C)C)=O.F[P-](F)(F)(F)(F)F.C(N(C(C)C)CC)(C)C. The catalyst is CN(C=O)C.C(OCC)(=O)C.C(O)C. The product is [CH3:1][O:2][C:3]([NH:5][C@@H:6]([CH:7]([CH3:9])[CH3:8])[C:10]([N:12]1[CH2:16][C@@H:15]([CH2:17][O:74][CH3:73])[CH2:14][C@H:13]1[C:18]1[NH:22][C:21]2[C:23]3[C:28]([CH:29]=[CH:30][C:20]=2[N:19]=1)=[CH:27][C:26]1[C:31]2[C:36]([CH2:37][O:38][C:25]=1[CH:24]=3)=[CH:35][C:34]([C:39]1[NH:43][C:42]([C@@H:44]3[CH2:48][CH2:47][CH2:46][N:45]3[C:63](=[O:65])[C@H:62]([NH:61][C:59](=[O:60])[O:58][CH3:57])[C:66]3[CH:71]=[CH:70][CH:69]=[CH:68][CH:67]=3)=[N:41][CH:40]=1)=[CH:33][CH:32]=2)=[O:11])=[O:4]. The yield is 0.390. (3) No catalyst specified. The yield is 0.760. The product is [C:21]([O:25][C:26]([NH:28][C:29]([CH3:49])([CH3:48])[C:30]([NH:32][C@H:33]([CH2:37][C:38]1[CH:47]=[CH:46][C:45]2[C:40](=[CH:41][CH:42]=[CH:43][CH:44]=2)[CH:39]=1)[C:34]([NH:1][C:4]1[N:5]=[C:6]([CH:9]([C:15]2[CH:16]=[CH:17][CH:18]=[CH:19][CH:20]=2)[C:10]([OH:12])=[O:11])[NH:7][CH:8]=1)=[O:35])=[O:31])=[O:27])([CH3:24])([CH3:22])[CH3:23]. The reactants are [N+:1]([C:4]1[N:5]=[C:6]([CH:9]([C:15]2[CH:20]=[CH:19][CH:18]=[CH:17][CH:16]=2)[C:10]([O:12]CC)=[O:11])[NH:7][CH:8]=1)([O-])=O.[C:21]([O:25][C:26]([NH:28][C:29]([CH3:49])([CH3:48])[C:30]([NH:32][C@H:33]([CH2:37][C:38]1[CH:47]=[CH:46][C:45]2[C:40](=[CH:41][CH:42]=[CH:43][CH:44]=2)[CH:39]=1)[C:34](O)=[O:35])=[O:31])=[O:27])([CH3:24])([CH3:23])[CH3:22].